Dataset: Full USPTO retrosynthesis dataset with 1.9M reactions from patents (1976-2016). Task: Predict the reactants needed to synthesize the given product. (1) Given the product [Br:1][C:2]1[C:7]([O:8][CH2:18][CH3:19])=[CH:6][CH:5]=[CH:4][C:3]=1[C:9](=[O:11])[CH3:10], predict the reactants needed to synthesize it. The reactants are: [Br:1][C:2]1[C:7]([OH:8])=[CH:6][CH:5]=[CH:4][C:3]=1[C:9](=[O:11])[CH3:10].C(=O)([O-])[O-].[K+].[K+].[CH2:18](I)[CH3:19].C(OCC)(=O)C.CCCCCC. (2) Given the product [F:35][C:2]([F:1])([CH3:34])[C:3]([NH:5][C@@H:6]([CH3:33])[C@H:7]([O:14][C:15]1[CH:16]=[C:17]2[C:21](=[CH:22][CH:23]=1)[N:20]([C:24]1[CH:25]=[C:26]([CH:30]=[CH:31][CH:32]=1)[C:27]([NH:60][CH2:61][CH2:62][OH:63])=[O:29])[N:19]=[CH:18]2)[C:8]1[CH:13]=[CH:12][CH:11]=[CH:10][CH:9]=1)=[O:4], predict the reactants needed to synthesize it. The reactants are: [F:1][C:2]([F:35])([CH3:34])[C:3]([NH:5][C@@H:6]([CH3:33])[C@H:7]([O:14][C:15]1[CH:16]=[C:17]2[C:21](=[CH:22][CH:23]=1)[N:20]([C:24]1[CH:25]=[C:26]([CH:30]=[CH:31][CH:32]=1)[C:27]([OH:29])=O)[N:19]=[CH:18]2)[C:8]1[CH:13]=[CH:12][CH:11]=[CH:10][CH:9]=1)=[O:4].CN(C(ON1N=NC2C=CC=CC1=2)=[N+](C)C)C.F[P-](F)(F)(F)(F)F.[NH2:60][CH2:61][CH2:62][OH:63].